From a dataset of Full USPTO retrosynthesis dataset with 1.9M reactions from patents (1976-2016). Predict the reactants needed to synthesize the given product. Given the product [F:30][C:27]([F:28])([F:29])[C:25]1[CH:24]=[CH:23][N:22]=[C:21]([N:18]2[CH2:17][CH2:16][CH:15]([CH2:14][NH:13][C:11]([C:8]3[CH:9]=[CH:10][C:5]([C:3]([OH:4])=[O:2])=[N:6][CH:7]=3)=[O:12])[CH2:20][CH2:19]2)[N:26]=1, predict the reactants needed to synthesize it. The reactants are: C[O:2][C:3]([C:5]1[CH:10]=[CH:9][C:8]([C:11]([NH:13][CH2:14][CH:15]2[CH2:20][CH2:19][N:18]([C:21]3[N:26]=[C:25]([C:27]([F:30])([F:29])[F:28])[CH:24]=[CH:23][N:22]=3)[CH2:17][CH2:16]2)=[O:12])=[CH:7][N:6]=1)=[O:4].O.[OH-].[Li+].